The task is: Regression. Given a peptide amino acid sequence and an MHC pseudo amino acid sequence, predict their binding affinity value. This is MHC class I binding data.. This data is from Peptide-MHC class I binding affinity with 185,985 pairs from IEDB/IMGT. (1) The peptide sequence is ATPYDINQML. The MHC is HLA-B15:03 with pseudo-sequence HLA-B15:03. The binding affinity (normalized) is 0. (2) The peptide sequence is SSYRMGINK. The MHC is HLA-A23:01 with pseudo-sequence HLA-A23:01. The binding affinity (normalized) is 0.0847. (3) The peptide sequence is MQWLTQYYI. The MHC is HLA-A29:02 with pseudo-sequence HLA-A29:02. The binding affinity (normalized) is 0.525. (4) The peptide sequence is YHGEAMAIG. The MHC is HLA-A11:01 with pseudo-sequence HLA-A11:01. The binding affinity (normalized) is 0.0847. (5) The peptide sequence is RNPYENVLYK. The MHC is HLA-A33:01 with pseudo-sequence HLA-A33:01. The binding affinity (normalized) is 0. (6) The peptide sequence is SMRSRARHI. The MHC is HLA-A01:01 with pseudo-sequence HLA-A01:01. The binding affinity (normalized) is 0.0847. (7) The peptide sequence is KTRMEDYYL. The MHC is HLA-B18:01 with pseudo-sequence HLA-B18:01. The binding affinity (normalized) is 0.0847.